This data is from NCI-60 drug combinations with 297,098 pairs across 59 cell lines. The task is: Regression. Given two drug SMILES strings and cell line genomic features, predict the synergy score measuring deviation from expected non-interaction effect. (1) Drug 1: CC(C1=C(C=CC(=C1Cl)F)Cl)OC2=C(N=CC(=C2)C3=CN(N=C3)C4CCNCC4)N. Drug 2: CC1=C(N=C(N=C1N)C(CC(=O)N)NCC(C(=O)N)N)C(=O)NC(C(C2=CN=CN2)OC3C(C(C(C(O3)CO)O)O)OC4C(C(C(C(O4)CO)O)OC(=O)N)O)C(=O)NC(C)C(C(C)C(=O)NC(C(C)O)C(=O)NCCC5=NC(=CS5)C6=NC(=CS6)C(=O)NCCC[S+](C)C)O. Cell line: OVCAR-5. Synergy scores: CSS=1.14, Synergy_ZIP=-4.46, Synergy_Bliss=-10.7, Synergy_Loewe=-13.4, Synergy_HSA=-10.6. (2) Drug 1: CCCS(=O)(=O)NC1=C(C(=C(C=C1)F)C(=O)C2=CNC3=C2C=C(C=N3)C4=CC=C(C=C4)Cl)F. Drug 2: C1CCC(C(C1)N)N.C(=O)(C(=O)[O-])[O-].[Pt+4]. Cell line: NCI-H226. Synergy scores: CSS=13.7, Synergy_ZIP=-1.19, Synergy_Bliss=8.36, Synergy_Loewe=5.69, Synergy_HSA=6.87. (3) Drug 1: CS(=O)(=O)CCNCC1=CC=C(O1)C2=CC3=C(C=C2)N=CN=C3NC4=CC(=C(C=C4)OCC5=CC(=CC=C5)F)Cl. Drug 2: CCCCC(=O)OCC(=O)C1(CC(C2=C(C1)C(=C3C(=C2O)C(=O)C4=C(C3=O)C=CC=C4OC)O)OC5CC(C(C(O5)C)O)NC(=O)C(F)(F)F)O. Cell line: COLO 205. Synergy scores: CSS=56.8, Synergy_ZIP=-1.57, Synergy_Bliss=-0.248, Synergy_Loewe=-4.80, Synergy_HSA=1.46. (4) Drug 1: C1=CC(=C2C(=C1NCCNCCO)C(=O)C3=C(C=CC(=C3C2=O)O)O)NCCNCCO. Drug 2: CC1=C(C=C(C=C1)NC(=O)C2=CC=C(C=C2)CN3CCN(CC3)C)NC4=NC=CC(=N4)C5=CN=CC=C5. Cell line: SK-OV-3. Synergy scores: CSS=48.2, Synergy_ZIP=3.35, Synergy_Bliss=3.73, Synergy_Loewe=-40.3, Synergy_HSA=1.60. (5) Drug 1: CCC(=C(C1=CC=CC=C1)C2=CC=C(C=C2)OCCN(C)C)C3=CC=CC=C3.C(C(=O)O)C(CC(=O)O)(C(=O)O)O. Drug 2: N.N.Cl[Pt+2]Cl. Cell line: SK-MEL-2. Synergy scores: CSS=54.6, Synergy_ZIP=5.43, Synergy_Bliss=7.16, Synergy_Loewe=-10.1, Synergy_HSA=3.82. (6) Drug 1: C1CC(C1)(C(=O)O)C(=O)O.[NH2-].[NH2-].[Pt+2]. Drug 2: COC1=C2C(=CC3=C1OC=C3)C=CC(=O)O2. Cell line: UACC62. Synergy scores: CSS=34.9, Synergy_ZIP=-2.98, Synergy_Bliss=7.99, Synergy_Loewe=3.91, Synergy_HSA=7.68. (7) Drug 1: C1CCC(C1)C(CC#N)N2C=C(C=N2)C3=C4C=CNC4=NC=N3. Drug 2: CCCS(=O)(=O)NC1=C(C(=C(C=C1)F)C(=O)C2=CNC3=C2C=C(C=N3)C4=CC=C(C=C4)Cl)F. Cell line: NCI-H522. Synergy scores: CSS=5.68, Synergy_ZIP=0.108, Synergy_Bliss=3.52, Synergy_Loewe=-3.12, Synergy_HSA=1.09.